This data is from Catalyst prediction with 721,799 reactions and 888 catalyst types from USPTO. The task is: Predict which catalyst facilitates the given reaction. Reactant: [CH:1]([S:4]([CH2:7][C:8]1[CH:13]=[C:12]([N:14]2[CH2:19][CH2:18][O:17][CH2:16][CH2:15]2)[N:11]=[C:10]([C:20]2[CH:25]=[CH:24][C:23]([NH:26]C(=O)OC(C)(C)C)=[CH:22][CH:21]=2)[N:9]=1)(=[O:6])=[O:5])([CH3:3])[CH3:2].FC(F)(F)C(O)=O. Product: [CH:1]([S:4]([CH2:7][C:8]1[CH:13]=[C:12]([N:14]2[CH2:19][CH2:18][O:17][CH2:16][CH2:15]2)[N:11]=[C:10]([C:20]2[CH:21]=[CH:22][C:23]([NH2:26])=[CH:24][CH:25]=2)[N:9]=1)(=[O:5])=[O:6])([CH3:3])[CH3:2]. The catalyst class is: 2.